From a dataset of Full USPTO retrosynthesis dataset with 1.9M reactions from patents (1976-2016). Predict the reactants needed to synthesize the given product. (1) Given the product [CH3:1][C:2]1([CH3:22])[O:6][C@@H:5]([CH2:7][O:8][C:9]2[C:13]([CH3:14])=[C:12]([NH:15][C:32]([NH:47][CH2:46][C:44]3[CH:45]=[C:40]([CH2:39][O:38][CH3:37])[CH:41]=[CH:42][C:43]=3[O:48][C:49]([F:50])([F:51])[F:52])=[O:33])[N:11]([C:16]3[CH:21]=[CH:20][CH:19]=[CH:18][CH:17]=3)[N:10]=2)[CH2:4][O:3]1, predict the reactants needed to synthesize it. The reactants are: [CH3:1][C:2]1([CH3:22])[O:6][C@@H:5]([CH2:7][O:8][C:9]2[C:13]([CH3:14])=[C:12]([NH2:15])[N:11]([C:16]3[CH:21]=[CH:20][CH:19]=[CH:18][CH:17]=3)[N:10]=2)[CH2:4][O:3]1.C1(C2C=CC([CH2:32][O:33]C)=CC=2CN)CC1.[CH3:37][O:38][CH2:39][C:40]1[CH:41]=[CH:42][C:43]([O:48][C:49]([F:52])([F:51])[F:50])=[C:44]([CH2:46][NH2:47])[CH:45]=1. (2) Given the product [ClH:25].[ClH:25].[C:19]1([CH:16]2[CH2:15][CH2:14][N:13]([CH:10]3[CH2:11][CH2:12][NH:8][CH2:9]3)[CH2:18][CH2:17]2)[CH:24]=[CH:23][CH:22]=[CH:21][CH:20]=1, predict the reactants needed to synthesize it. The reactants are: C(OC([N:8]1[CH2:12][CH2:11][CH:10]([N:13]2[CH2:18][CH2:17][CH:16]([C:19]3[CH:24]=[CH:23][CH:22]=[CH:21][CH:20]=3)[CH2:15][CH2:14]2)[CH2:9]1)=O)(C)(C)C.[ClH:25].O1CCOCC1. (3) Given the product [Br:1][C:2]1[CH:3]=[CH:4][C:5]([Cl:11])=[C:6]([CH:10]=1)[C:7]([NH:26][CH:23]1[CH2:25][CH2:24]1)=[O:9], predict the reactants needed to synthesize it. The reactants are: [Br:1][C:2]1[CH:3]=[CH:4][C:5]([Cl:11])=[C:6]([CH:10]=1)[C:7]([OH:9])=O.CN(C=O)C.C(Cl)(=O)C(Cl)=O.[CH:23]1([NH2:26])[CH2:25][CH2:24]1.CCN(C(C)C)C(C)C. (4) The reactants are: [Cl:1][C:2]1[CH:3]=[CH:4][C:5]([O:16][CH2:17][CH:18]([CH3:20])[CH3:19])=[C:6]([CH2:8][N:9]2[C:13]([CH3:14])=[CH:12][C:11]([NH2:15])=[N:10]2)[CH:7]=1.Br.[C:22](O)(=[O:24])[CH3:23]. Given the product [Cl:1][C:2]1[CH:3]=[CH:4][C:5]([O:16][CH2:17][CH:18]([CH3:20])[CH3:19])=[C:6]([CH2:8][N:9]2[C:13]([CH3:14])=[CH:12][C:11]([NH:15][C:22](=[O:24])[CH3:23])=[N:10]2)[CH:7]=1, predict the reactants needed to synthesize it. (5) Given the product [C:1]([C:3]1[C:4]([N:17]2[CH2:18][CH:19]([C:21](=[O:22])[NH:35][S:32]([CH2:31][C:29]3[CH:30]=[C:25]([F:24])[CH:26]=[CH:27][C:28]=3[CH3:36])(=[O:34])=[O:33])[CH2:20]2)=[N:5][C:6]([CH:14]([F:16])[F:15])=[C:7]([CH:8]=1)[C:9]([O:11][CH2:12][CH3:13])=[O:10])#[N:2], predict the reactants needed to synthesize it. The reactants are: [C:1]([C:3]1[C:4]([N:17]2[CH2:20][CH:19]([C:21](O)=[O:22])[CH2:18]2)=[N:5][C:6]([CH:14]([F:16])[F:15])=[C:7]([C:9]([O:11][CH2:12][CH3:13])=[O:10])[CH:8]=1)#[N:2].[F:24][C:25]1[CH:26]=[CH:27][C:28]([CH3:36])=[C:29]([CH2:31][S:32]([NH2:35])(=[O:34])=[O:33])[CH:30]=1.